Predict the product of the given reaction. From a dataset of Forward reaction prediction with 1.9M reactions from USPTO patents (1976-2016). (1) Given the reactants [OH:1][C:2]1[CH:9]=[C:8]([O:10][CH3:11])[C:7]([C:12]2[N:13]=[N:14][C:15]([O:18][CH:19]3[CH2:24][C:23]([CH3:26])([CH3:25])[NH:22][C:21]([CH3:28])([CH3:27])[CH2:20]3)=[CH:16][CH:17]=2)=[CH:6][C:3]=1[CH:4]=[O:5].C1C=CC(N([S:36]([C:39]([F:42])([F:41])[F:40])(=[O:38])=[O:37])[S:36]([C:39]([F:42])([F:41])[F:40])(=[O:38])=[O:37])=CC=1.C(N(CC)CC)C, predict the reaction product. The product is: [F:40][C:39]([F:42])([F:41])[S:36]([O:1][C:2]1[CH:9]=[C:8]([O:10][CH3:11])[C:7]([C:12]2[N:13]=[N:14][C:15]([O:18][CH:19]3[CH2:24][C:23]([CH3:26])([CH3:25])[NH:22][C:21]([CH3:28])([CH3:27])[CH2:20]3)=[CH:16][CH:17]=2)=[CH:6][C:3]=1[CH:4]=[O:5])(=[O:38])=[O:37]. (2) The product is: [C:34](=[O:35])([O:36][CH2:37][CH2:38][O:39][CH3:40])[O:20][CH2:19][C@H:17]1[O:16][N:15]=[C:14]([C:11]2[CH:12]=[CH:13][C:8]([C:7]3[CH:6]=[CH:5][C:4]([N:21]4[CH2:25][C@H:24]([CH2:26][N:27]5[CH:31]=[CH:30][N:29]=[N:28]5)[O:23][C:22]4=[O:32])=[CH:3][C:2]=3[F:1])=[CH:9][N:10]=2)[CH2:18]1. Given the reactants [F:1][C:2]1[CH:3]=[C:4]([N:21]2[CH2:25][C@H:24]([CH2:26][N:27]3[CH:31]=[CH:30][N:29]=[N:28]3)[O:23][C:22]2=[O:32])[CH:5]=[CH:6][C:7]=1[C:8]1[CH:9]=[N:10][C:11]([C:14]2[CH2:18][C@@H:17]([CH2:19][OH:20])[O:16][N:15]=2)=[CH:12][CH:13]=1.Cl[C:34]([O:36][CH2:37][CH2:38][O:39][CH3:40])=[O:35], predict the reaction product. (3) Given the reactants [NH2:1][C:2]1[CH:3]=[CH:4][C:5]([C:21]([N:23]2[CH2:28][CH2:27][CH2:26][CH2:25][CH2:24]2)=[O:22])=[C:6]([NH:8][S:9]([C:12]2[C:17]3=[N:18][S:19][N:20]=[C:16]3[CH:15]=[CH:14][CH:13]=2)(=[O:11])=[O:10])[CH:7]=1.[CH:29]1([CH:35]=O)[CH2:34][CH2:33][CH2:32][CH2:31][CH2:30]1.C(O[BH-](OC(=O)C)OC(=O)C)(=O)C.[Na+].[OH-].[Na+], predict the reaction product. The product is: [CH:29]1([CH2:35][NH:1][C:2]2[CH:3]=[CH:4][C:5]([C:21]([N:23]3[CH2:24][CH2:25][CH2:26][CH2:27][CH2:28]3)=[O:22])=[C:6]([NH:8][S:9]([C:12]3[C:17]4=[N:18][S:19][N:20]=[C:16]4[CH:15]=[CH:14][CH:13]=3)(=[O:11])=[O:10])[CH:7]=2)[CH2:34][CH2:33][CH2:32][CH2:31][CH2:30]1.